This data is from hERG potassium channel inhibition data for cardiac toxicity prediction from Karim et al.. The task is: Regression/Classification. Given a drug SMILES string, predict its toxicity properties. Task type varies by dataset: regression for continuous values (e.g., LD50, hERG inhibition percentage) or binary classification for toxic/non-toxic outcomes (e.g., AMES mutagenicity, cardiotoxicity, hepatotoxicity). Dataset: herg_karim. (1) The compound is COC1COCCC1N[C@@H]1C[C@H]2CN(C(=O)OCc3ccccc3)C[C@@]2(C(=O)N2CCc3ncc(C(F)(F)F)cc3C2)C1. The result is 0 (non-blocker). (2) The molecule is CCOC(=O)C1=C(CN2CCO[C@H](C)[C@H]2C(=O)O)NC(c2nccs2)=NC1c1ccc(F)cc1Br. The result is 0 (non-blocker). (3) The compound is CN(c1ncc(C(N)=O)c2sc(-c3ccccc3)cc12)[C@H]1CCCNC1. The result is 1 (blocker). (4) The molecule is COc1cc(F)ccc1-c1cccc(CNC2CCCC2)n1. The result is 1 (blocker). (5) The molecule is Cn1c(-c2ccc(OC3CCN(C4CCC4)CC3)cc2)nc2c(Cl)cccc2c1=O. The result is 1 (blocker).